This data is from Forward reaction prediction with 1.9M reactions from USPTO patents (1976-2016). The task is: Predict the product of the given reaction. (1) Given the reactants C[Al](C)C.[CH3:5][O:6][C:7]1[CH:8]=[C:9]([CH2:15][CH2:16][C:17]2[CH:18]=[C:19]([NH2:22])[NH:20][N:21]=2)[CH:10]=[C:11]([O:13][CH3:14])[CH:12]=1.[CH3:23][N:24]1[CH2:29][CH2:28][CH:27]([C:30]2[N:35]=[CH:34][C:33]([C:36](OC)=[O:37])=[CH:32][N:31]=2)[CH2:26][CH2:25]1.Cl, predict the reaction product. The product is: [CH3:14][O:13][C:11]1[CH:10]=[C:9]([CH2:15][CH2:16][C:17]2[CH:18]=[C:19]([NH:22][C:36]([C:33]3[CH:34]=[N:35][C:30]([CH:27]4[CH2:28][CH2:29][N:24]([CH3:23])[CH2:25][CH2:26]4)=[N:31][CH:32]=3)=[O:37])[NH:20][N:21]=2)[CH:8]=[C:7]([O:6][CH3:5])[CH:12]=1. (2) Given the reactants [ClH:1].[NH2:2][C@@H:3]1[CH2:5][C@H:4]1[C:6]1[CH:7]=[C:8]([CH:20]=[CH:21][CH:22]=1)[C:9]([NH:11][CH:12]1[CH2:17][CH2:16][C:15]([F:19])([F:18])[CH2:14][CH2:13]1)=[O:10].[C:23](=[O:26])([O-])O.[Na+], predict the reaction product. The product is: [ClH:1].[F:19][C:15]1([F:18])[CH2:14][CH2:13][CH:12]([NH:11][C:9](=[O:10])[C:8]2[CH:20]=[CH:21][CH:22]=[C:6]([C@@H:4]3[CH2:5][C@H:3]3[NH:2][CH:3]3[CH2:5][CH2:23][O:26][CH2:6][CH2:4]3)[CH:7]=2)[CH2:17][CH2:16]1. (3) Given the reactants [Cl:1][C:2]1[N:6]([CH3:7])[N:5]=[CH:4][C:3]=1[C:8]([OH:10])=O.O1CCCC1.C(Cl)(=O)C(Cl)=O.[NH2:22][C:23]1[CH:24]=[C:25]([CH:42]=[CH:43][CH:44]=1)[O:26][C:27]1[CH:28]=[CH:29][C:30]2[N:31]([N:33]=[C:34]([NH:36][C:37]([CH:39]3[CH2:41][CH2:40]3)=[O:38])[N:35]=2)[CH:32]=1, predict the reaction product. The product is: [Cl:1][C:2]1[N:6]([CH3:7])[N:5]=[CH:4][C:3]=1[C:8]([NH:22][C:23]1[CH:44]=[CH:43][CH:42]=[C:25]([O:26][C:27]2[CH:28]=[CH:29][C:30]3[N:31]([N:33]=[C:34]([NH:36][C:37]([CH:39]4[CH2:40][CH2:41]4)=[O:38])[N:35]=3)[CH:32]=2)[CH:24]=1)=[O:10]. (4) Given the reactants [Cl:1][C:2]1[CH:7]=[C:6]([O:8]C)[C:5]([F:10])=[CH:4][C:3]=1[CH:11]([CH3:26])[C:12]([C:18]1[CH:19]=[CH:20][C:21](=[O:25])[N:22]([CH3:24])[CH:23]=1)([OH:17])[C:13]([F:16])([F:15])[F:14].B(Br)(Br)Br, predict the reaction product. The product is: [Cl:1][C:2]1[CH:7]=[C:6]([OH:8])[C:5]([F:10])=[CH:4][C:3]=1[CH:11]([CH3:26])[C:12]([C:18]1[CH:19]=[CH:20][C:21](=[O:25])[N:22]([CH3:24])[CH:23]=1)([OH:17])[C:13]([F:16])([F:15])[F:14]. (5) Given the reactants [NH2:1][C:2]1[CH:7]=[CH:6][C:5]([C:8]2[C:13]([C:14]#[N:15])=[C:12]([Cl:16])[N:11]=[CH:10][CH:9]=2)=[CH:4][CH:3]=1.[N:17]([C:20]1[CH:25]=[CH:24][CH:23]=[C:22]([CH3:26])[CH:21]=1)=[C:18]=[O:19], predict the reaction product. The product is: [Cl:16][C:12]1[C:13]([C:14]#[N:15])=[C:8]([C:5]2[CH:4]=[CH:3][C:2]([NH:1][C:18]([NH:17][C:20]3[CH:21]=[C:22]([CH3:26])[CH:23]=[CH:24][CH:25]=3)=[O:19])=[CH:7][CH:6]=2)[CH:9]=[CH:10][N:11]=1.